The task is: Predict the reactants needed to synthesize the given product.. This data is from Full USPTO retrosynthesis dataset with 1.9M reactions from patents (1976-2016). Given the product [CH3:13][C:14]1([CH3:30])[C:18]([CH3:20])([CH3:19])[O:17][B:16]([C:2]2[CH:7]=[CH:6][C:5]([N:8]3[N:12]=[CH:11][CH:10]=[N:9]3)=[CH:4][CH:3]=2)[O:15]1, predict the reactants needed to synthesize it. The reactants are: Br[C:2]1[CH:7]=[CH:6][C:5]([N:8]2[N:12]=[CH:11][CH:10]=[N:9]2)=[CH:4][CH:3]=1.[CH3:13][C:14]1([CH3:30])[C:18]([CH3:20])([CH3:19])[O:17][B:16]([B:16]2[O:17][C:18]([CH3:20])([CH3:19])[C:14]([CH3:30])([CH3:13])[O:15]2)[O:15]1.C([O-])(=O)C.[K+].